This data is from Full USPTO retrosynthesis dataset with 1.9M reactions from patents (1976-2016). The task is: Predict the reactants needed to synthesize the given product. Given the product [F:23][C:22]1[C:21]([O:24][CH3:25])=[CH:20][C:19]([O:26][CH3:27])=[C:18]([F:28])[C:17]=1[N:12]1[CH2:13][C:14]2[CH:15]=[N:16][C:7]([CH2:6][NH:5][C:1](=[O:4])[CH:2]=[CH2:3])=[CH:8][C:9]=2[N:10]([CH2:30][CH:31]2[CH2:36][CH2:35][NH:34][CH2:33][CH2:32]2)[C:11]1=[O:29].[C:44]([OH:50])([C:46]([F:49])([F:48])[F:47])=[O:45], predict the reactants needed to synthesize it. The reactants are: [C:1]([NH:5][CH2:6][C:7]1[N:16]=[CH:15][C:14]2[CH2:13][N:12]([C:17]3[C:22]([F:23])=[C:21]([O:24][CH3:25])[CH:20]=[C:19]([O:26][CH3:27])[C:18]=3[F:28])[C:11](=[O:29])[N:10]([CH2:30][CH:31]3[CH2:36][CH2:35][N:34](C(OC(C)(C)C)=O)[CH2:33][CH2:32]3)[C:9]=2[CH:8]=1)(=[O:4])[CH:2]=[CH2:3].[C:44]([OH:50])([C:46]([F:49])([F:48])[F:47])=[O:45].